This data is from Forward reaction prediction with 1.9M reactions from USPTO patents (1976-2016). The task is: Predict the product of the given reaction. Given the reactants [CH:1]1([CH:4]([C:8]2[CH:13]=[CH:12][CH:11]=[CH:10][CH:9]=2)[C:5]([OH:7])=O)[CH2:3][CH2:2]1.FC(F)(F)C(O)=O.[CH3:21][N:22]1[CH2:27][CH2:26][CH:25]([O:28][C:29]2[CH:34]=[CH:33][C:32]([C:35]3[C:43]4[C:38](=[CH:39][CH:40]=[C:41]([NH2:44])[CH:42]=4)[NH:37][N:36]=3)=[CH:31][CH:30]=2)[CH2:24][CH2:23]1.CCN(C(C)C)C(C)C.CN(C(ON1N=NC2C=CC=CC1=2)=[N+](C)C)C.[B-](F)(F)(F)F, predict the reaction product. The product is: [CH:1]1([CH:4]([C:8]2[CH:13]=[CH:12][CH:11]=[CH:10][CH:9]=2)[C:5]([NH:44][C:41]2[CH:42]=[C:43]3[C:38](=[CH:39][CH:40]=2)[NH:37][N:36]=[C:35]3[C:32]2[CH:33]=[CH:34][C:29]([O:28][CH:25]3[CH2:26][CH2:27][N:22]([CH3:21])[CH2:23][CH2:24]3)=[CH:30][CH:31]=2)=[O:7])[CH2:2][CH2:3]1.